From a dataset of Catalyst prediction with 721,799 reactions and 888 catalyst types from USPTO. Predict which catalyst facilitates the given reaction. (1) Reactant: [F:1][C:2]([F:41])([F:40])[C:3]([C:29]1[NH:33][C:32]2[CH:34]=[CH:35][C:36]([C:38]#[N:39])=[CH:37][C:31]=2[N:30]=1)([OH:28])[C:4]1[C:12]([S:13]([CH3:16])(=[O:15])=[O:14])=[CH:11][C:10]([CH3:17])=[C:9]2[C:5]=1[CH:6]=[CH:7][N:8]2S(C1C=CC(C)=CC=1)(=O)=O.[O-]CC.[Na+]. The catalyst class is: 14. Product: [F:41][C:2]([F:1])([F:40])[C:3]([C:29]1[NH:33][C:32]2[CH:34]=[CH:35][C:36]([C:38]#[N:39])=[CH:37][C:31]=2[N:30]=1)([OH:28])[C:4]1[C:12]([S:13]([CH3:16])(=[O:15])=[O:14])=[CH:11][C:10]([CH3:17])=[C:9]2[C:5]=1[CH:6]=[CH:7][NH:8]2. (2) Reactant: [C:1]([CH2:3][C:4]1[CH:9]=[CH:8][C:7]([CH:10]2[CH2:15][CH2:14][CH:13]([N:16]3[CH2:19][CH:18]([NH:20][C:21]([CH2:23][NH:24][C:25](=[O:36])[C:26]4[CH:31]=[CH:30][CH:29]=[C:28]([C:32]([F:35])([F:34])[F:33])[CH:27]=4)=[O:22])[CH2:17]3)[CH2:12][CH2:11]2)=[CH:6][CH:5]=1)#[N:2].[N-:37]=[N+:38]=[N-:39].[Na+].N(CC)(CC)CC.Cl. Product: [N:2]1[NH:37][N:38]=[N:39][C:1]=1[CH2:3][C:4]1[CH:5]=[CH:6][C:7]([CH:10]2[CH2:15][CH2:14][CH:13]([N:16]3[CH2:19][CH:18]([NH:20][C:21]([CH2:23][NH:24][C:25](=[O:36])[C:26]4[CH:31]=[CH:30][CH:29]=[C:28]([C:32]([F:34])([F:35])[F:33])[CH:27]=4)=[O:22])[CH2:17]3)[CH2:12][CH2:11]2)=[CH:8][CH:9]=1. The catalyst class is: 12.